This data is from Reaction yield outcomes from USPTO patents with 853,638 reactions. The task is: Predict the reaction yield, written as a fraction of the theoretical maximum amount of product (1.0 means a 100% yield; for example, 0.34 means a 34% yield). (1) The reactants are [C:1]([CH2:3][C:4]([NH:6][C:7]1[CH:8]=[N:9][CH:10]=[CH:11][C:12]=1[O:13][CH3:14])=[O:5])#[N:2].C([O-])(=O)C.[Na+].[Cl:20][C:21]([Cl:25])([Cl:24])[C:22]#[N:23]. The catalyst is C(O)C. The product is [NH2:23][C:22]([C:21]([Cl:25])([Cl:24])[Cl:20])=[C:3]([C:1]#[N:2])[C:4]([NH:6][C:7]1[CH:8]=[N:9][CH:10]=[CH:11][C:12]=1[O:13][CH3:14])=[O:5]. The yield is 0.800. (2) The reactants are Cl.[NH:2]([C:4]1[CH:5]=[C:6]([CH:10]=[CH:11][CH:12]=1)[C:7]([OH:9])=[O:8])[NH2:3].[CH3:13][C:14]([CH3:21])([CH3:20])[C:15](=O)[CH2:16][C:17]#[N:18].[CH2:22](O)[CH3:23]. No catalyst specified. The product is [CH2:22]([O:8][C:7](=[O:9])[C:6]1[CH:10]=[CH:11][CH:12]=[C:4]([N:2]2[C:17]([NH2:18])=[CH:16][C:15]([C:14]([CH3:21])([CH3:20])[CH3:13])=[N:3]2)[CH:5]=1)[CH3:23].[NH2:18][C:17]1[N:2]([C:4]2[CH:5]=[C:6]([CH:10]=[CH:11][CH:12]=2)[C:7]([OH:9])=[O:8])[N:3]=[C:15]([C:14]([CH3:21])([CH3:20])[CH3:13])[CH:16]=1. The yield is 0.400. (3) The reactants are [CH3:1][C:2]1[C:6]([CH:7]=O)=[C:5]([CH3:9])[N:4]([S:10]([C:13]2[CH:18]=[CH:17][C:16]([CH3:19])=[CH:15][CH:14]=2)(=[O:12])=[O:11])[N:3]=1.Cl.[NH2:21][CH2:22][CH:23]([C:30]1[CH:35]=[C:34]([F:36])[CH:33]=[C:32]([F:37])[C:31]=1[F:38])[CH2:24][C:25](OCC)=[O:26].FC1C(F)=CC(F)=CC=1C=CC(OCC)=O.C(N(CC)CC)C.[BH-](OC(C)=O)(OC(C)=O)OC(C)=O.[Na+]. The catalyst is C(Cl)Cl.[N+](C)([O-])=O. The product is [CH3:1][C:2]1[C:6]([CH2:7][N:21]2[CH2:22][CH:23]([C:30]3[CH:35]=[C:34]([F:36])[CH:33]=[C:32]([F:37])[C:31]=3[F:38])[CH2:24][C:25]2=[O:26])=[C:5]([CH3:9])[N:4]([S:10]([C:13]2[CH:18]=[CH:17][C:16]([CH3:19])=[CH:15][CH:14]=2)(=[O:12])=[O:11])[N:3]=1. The yield is 0.550. (4) The reactants are Cl[N:2]1[C:6](=[O:7])[CH2:5][CH2:4][C:3]1=O.[CH2:9]([N:12]([CH2:24][CH2:25][CH3:26])[CH2:13][CH2:14][C:15]1C=CC=C2[C:16]=1[CH:17]=[CH:18]N2)[CH2:10][CH3:11]. The catalyst is C1(C)C=CC=CC=1. The product is [CH2:24]([N:12]([CH2:9][CH2:10][CH3:11])[CH2:13][CH2:14][C:15]1[C:4]2[C:3]([CH:18]=[CH:17][CH:16]=1)=[N:2][C:6](=[O:7])[CH:5]=2)[CH2:25][CH3:26]. The yield is 0.660. (5) The reactants are [CH2:1]([N:3]([CH2:15][CH2:16][C:17]1[CH:22]=[CH:21][CH:20]=[CH:19][N:18]=1)[C:4](=[O:14])[CH2:5][CH2:6][C:7]1[CH:12]=[CH:11][C:10]([OH:13])=[CH:9][CH:8]=1)[CH3:2].Br[CH2:24][C:25]1[CH:34]=[CH:33][CH:32]=[CH:31][C:26]=1[C:27]([O:29][CH3:30])=[O:28].C(=O)([O-])[O-].[K+].[K+].C(O)C(N)(CO)CO. The catalyst is C(#N)C. The product is [CH2:1]([N:3]([CH2:15][CH2:16][C:17]1[CH:22]=[CH:21][CH:20]=[CH:19][N:18]=1)[C:4](=[O:14])[CH2:5][CH2:6][C:7]1[CH:12]=[CH:11][C:10]([O:13][CH2:24][C:25]2[CH:34]=[CH:33][CH:32]=[CH:31][C:26]=2[C:27]([O:29][CH3:30])=[O:28])=[CH:9][CH:8]=1)[CH3:2]. The yield is 0.258. (6) The reactants are Br[C:2]1[CH:16]=[CH:15][C:5]([CH2:6][O:7][Si:8]([C:11]([CH3:14])([CH3:13])[CH3:12])([CH3:10])[CH3:9])=[CH:4][CH:3]=1.[Li]CCCC.CCCCCC.C(N(CC)[C:31](=[O:36])[C:32]([F:35])([F:34])[F:33])C. The catalyst is C1COCC1. The product is [Si:8]([O:7][CH2:6][C:5]1[CH:15]=[CH:16][C:2]([C:31](=[O:36])[C:32]([F:35])([F:34])[F:33])=[CH:3][CH:4]=1)([C:11]([CH3:14])([CH3:13])[CH3:12])([CH3:10])[CH3:9]. The yield is 0.650. (7) The product is [OH:26][CH:17]1[CH2:18][CH:19]([C:20]2[CH:25]=[CH:24][CH:23]=[CH:22][CH:21]=2)[C:7]2[C:6](=[CH:5][CH:4]=[C:3]([CH2:2][OH:1])[CH:8]=2)[O:9]1. The yield is 0.534. The reactants are [OH:1][CH2:2][C:3]1[CH:8]=[CH:7][C:6]([OH:9])=[CH:5][CH:4]=1.CN1CCNCC1.[CH:17](=[O:26])/[CH:18]=[CH:19]/[C:20]1[CH:25]=[CH:24][CH:23]=[CH:22][CH:21]=1. The catalyst is C1(C)C=CC=CC=1.